Dataset: Full USPTO retrosynthesis dataset with 1.9M reactions from patents (1976-2016). Task: Predict the reactants needed to synthesize the given product. Given the product [CH3:13][C:12]1([C:15]2[CH:20]=[CH:19][CH:18]=[CH:17][CH:16]=2)[CH2:8][O:14]1, predict the reactants needed to synthesize it. The reactants are: CS(C)=O.[H-].[Na+].[I-].[CH3:8][S+](C)C.[C:12]([C:15]1[CH:20]=[CH:19][CH:18]=[CH:17][CH:16]=1)(=[O:14])[CH3:13].